From a dataset of Forward reaction prediction with 1.9M reactions from USPTO patents (1976-2016). Predict the product of the given reaction. The product is: [C:22]([O:21][C:19]([N:16]1[CH2:17][CH2:18][CH:13]([C:8]2[CH:9]=[CH:10][CH:11]=[CH:12][C:7]=2[OH:6])[CH2:14][CH2:15]1)=[O:20])([CH3:25])([CH3:24])[CH3:23]. Given the reactants B(Br)(Br)Br.C[O:6][C:7]1[CH:12]=[CH:11][CH:10]=[CH:9][C:8]=1[CH:13]1[CH2:18][CH2:17][NH:16][CH2:15][CH2:14]1.[C:19](O[C:19]([O:21][C:22]([CH3:25])([CH3:24])[CH3:23])=[O:20])([O:21][C:22]([CH3:25])([CH3:24])[CH3:23])=[O:20].Cl, predict the reaction product.